This data is from Catalyst prediction with 721,799 reactions and 888 catalyst types from USPTO. The task is: Predict which catalyst facilitates the given reaction. (1) The catalyst class is: 107. Reactant: [C:1]1([CH3:8])[CH:6]=[CH:5][CH:4]=[C:3]([CH3:7])[CH:2]=1.[Cl-].[Cl-].[Cl-].[Al+3].Cl. Product: [CH3:8][C:1]1[CH:6]=[C:5]([C:1]([CH3:8])([CH3:6])[CH3:2])[CH:4]=[C:3]([CH3:7])[CH:2]=1. (2) Reactant: C([O:8][C:9]1[CH:28]=[C:27]([O:29]CC2C=CC=CC=2)[C:26]([CH:37]([CH3:39])[CH3:38])=[CH:25][C:10]=1[C:11]([N:13]1[CH2:21][C:20]2[C:15](=[CH:16][CH:17]=[C:18]([C:22](O)=[O:23])[CH:19]=2)[CH2:14]1)=[O:12])C1C=CC=CC=1.C(Cl)CCl.C1C=CC2N(O)N=NC=2C=1.[C:54]([N:61]1[CH2:66][CH2:65][NH:64][CH2:63][CH2:62]1)([O:56][C:57]([CH3:60])([CH3:59])[CH3:58])=[O:55]. Product: [C:57]([O:56][C:54]([N:61]1[CH2:62][CH2:63][N:64]([C:22]([C:18]2[CH:19]=[C:20]3[C:15](=[CH:16][CH:17]=2)[CH2:14][N:13]([C:11](=[O:12])[C:10]2[CH:25]=[C:26]([CH:37]([CH3:39])[CH3:38])[C:27]([OH:29])=[CH:28][C:9]=2[OH:8])[CH2:21]3)=[O:23])[CH2:65][CH2:66]1)=[O:55])([CH3:60])([CH3:59])[CH3:58]. The catalyst class is: 3. (3) Reactant: [CH3:1][O:2][C:3]1[CH:4]=[C:5]2[C:10](=[CH:11][C:12]=1[O:13][CH3:14])[N:9]=[CH:8][CH:7]=[C:6]2[O:15][C:16]1[CH:22]=[CH:21][C:19]([NH2:20])=[CH:18][CH:17]=1.[C:23]1([CH3:29])[CH:28]=[CH:27][CH:26]=[CH:25][CH:24]=1.C(N(CC)CC)C.ClC(Cl)([O:40][C:41](=[O:47])OC(Cl)(Cl)Cl)Cl.COC1C=[CH:61][C:54]([CH:55](O)C(C)(C)C)=[CH:53]C=1. Product: [CH3:1][O:2][C:3]1[CH:4]=[C:5]2[C:10](=[CH:11][C:12]=1[O:13][CH3:14])[N:9]=[CH:8][CH:7]=[C:6]2[O:15][C:16]1[CH:22]=[CH:21][C:19]([NH:20][C:41](=[O:47])[O:40][CH2:29][C:23]2[CH:28]=[CH:27][C:26]([C:54]([CH3:61])([CH3:55])[CH3:53])=[CH:25][CH:24]=2)=[CH:18][CH:17]=1. The catalyst class is: 2. (4) The catalyst class is: 6. Product: [Cl:1][C:2]1[NH:6][N:5]=[C:4]([C:13]([F:16])([F:15])[F:14])[CH:3]=1. Reactant: [Cl:1][C:2]1[N:6](S(N(C)C)(=O)=O)[N:5]=[C:4]([C:13]([F:16])([F:15])[F:14])[CH:3]=1.FC(F)(F)C(O)=O.C(=O)([O-])[O-].[Na+].[Na+]. (5) Reactant: [OH:1][C:2]1[CH:3]=[N:4][C:5]([NH2:8])=[N:6][CH:7]=1.[C:9](Cl)(=[O:15])[CH2:10][CH2:11][CH2:12][CH2:13][CH3:14].CO. Product: [OH:1][C:2]1[CH:3]=[N:4][C:5]([NH:8][C:9](=[O:15])[CH2:10][CH2:11][CH2:12][CH2:13][CH3:14])=[N:6][CH:7]=1. The catalyst class is: 17. (6) Reactant: FC(F)(F)C(O)=O.[C:8]([C@@H:10]([NH:22]C(=O)OC(C)(C)C)[CH2:11][C:12]1[CH:17]=[CH:16][C:15]([O:18][CH:19]([CH3:21])[CH3:20])=[CH:14][CH:13]=1)#[N:9]. Product: [NH2:22][C@@H:10]([CH2:11][C:12]1[CH:13]=[CH:14][C:15]([O:18][CH:19]([CH3:21])[CH3:20])=[CH:16][CH:17]=1)[C:8]#[N:9]. The catalyst class is: 2. (7) Reactant: C(OC([NH:8][CH2:9][CH:10]1[CH2:15][CH2:14][N:13]([CH2:16][C:17]2[CH:18]=[CH:19][C:20]3[NH:24]/[C:23](=[N:25]\[C:26](=[O:34])[C:27]4[CH:32]=[CH:31][C:30]([F:33])=[CH:29][CH:28]=4)/[N:22]([C@@H:35]4[CH2:40][CH2:39][C@H:38]([C:41](O)=[O:42])[CH2:37][CH2:36]4)[C:21]=3[CH:44]=2)[CH2:12][CH2:11]1)=O)(C)(C)C.S(Cl)(Cl)=O.[CH:49]([NH2:52])([CH3:51])[CH3:50].Cl. Product: [NH2:8][CH2:9][CH:10]1[CH2:15][CH2:14][N:13]([CH2:16][C:17]2[CH:18]=[CH:19][C:20]3[NH:24]/[C:23](=[N:25]\[C:26](=[O:34])[C:27]4[CH:28]=[CH:29][C:30]([F:33])=[CH:31][CH:32]=4)/[N:22]([C@H:35]4[CH2:36][CH2:37][C@@H:38]([C:41](=[O:42])[NH:52][CH:49]([CH3:51])[CH3:50])[CH2:39][CH2:40]4)[C:21]=3[CH:44]=2)[CH2:12][CH2:11]1. The catalyst class is: 1.